From a dataset of Catalyst prediction with 721,799 reactions and 888 catalyst types from USPTO. Predict which catalyst facilitates the given reaction. Reactant: C[O:2][C:3]([C:5]1[CH:10]=[CH:9][C:8]([CH:11]2[CH2:13][CH2:12]2)=[C:7]([O:14][CH2:15][CH2:16][O:17][CH3:18])[N:6]=1)=[O:4].[OH-].[Na+]. Product: [CH:11]1([C:8]2[CH:9]=[CH:10][C:5]([C:3]([OH:4])=[O:2])=[N:6][C:7]=2[O:14][CH2:15][CH2:16][O:17][CH3:18])[CH2:13][CH2:12]1. The catalyst class is: 8.